From a dataset of Full USPTO retrosynthesis dataset with 1.9M reactions from patents (1976-2016). Predict the reactants needed to synthesize the given product. (1) Given the product [Br:1][C:2]1[CH:3]=[C:4]([CH2:10][C:11]([OH:13])=[O:12])[CH:5]=[CH:6][C:7]=1[C:8]#[N:9], predict the reactants needed to synthesize it. The reactants are: [Br:1][C:2]1[CH:3]=[C:4]([CH:10](C(OC(C)(C)C)=O)[C:11]([O:13]C(C)(C)C)=[O:12])[CH:5]=[CH:6][C:7]=1[C:8]#[N:9].FC(F)(F)C(O)=O. (2) Given the product [OH:15][CH2:14][C@H:4]1[NH:5][CH2:6][C@H:2]([OH:1])[CH2:3]1.[C:16]([OH:22])([C:18]([F:21])([F:20])[F:19])=[O:17], predict the reactants needed to synthesize it. The reactants are: [OH:1][C@H:2]1[CH2:6][N:5](C(OC(C)(C)C)=O)[C@H:4]([CH2:14][OH:15])[CH2:3]1.[C:16]([OH:22])([C:18]([F:21])([F:20])[F:19])=[O:17]. (3) Given the product [Cl:1][C:2]1[CH:3]=[C:4]([CH:9]=[CH:10][CH:11]=1)[C:5]([NH:7][NH:8][C:24]([C:23]1[CH:27]=[CH:28][CH:29]=[C:21]([N+:18]([O-:20])=[O:19])[CH:22]=1)=[O:25])=[O:6], predict the reactants needed to synthesize it. The reactants are: [Cl:1][C:2]1[CH:3]=[C:4]([CH:9]=[CH:10][CH:11]=1)[C:5]([NH:7][NH2:8])=[O:6].N1C=CC=CC=1.[N+:18]([C:21]1[CH:22]=[C:23]([CH:27]=[CH:28][CH:29]=1)[C:24](Cl)=[O:25])([O-:20])=[O:19]. (4) Given the product [C:5]1([S:4][C:2](=[S:3])[NH:22][N:13]2[CH2:14][CH2:15][C:16]3[C:21](=[CH:20][CH:19]=[CH:18][CH:17]=3)[CH2:12]2)[CH:10]=[CH:9][CH:8]=[CH:7][CH:6]=1, predict the reactants needed to synthesize it. The reactants are: Cl[C:2]([S:4][C:5]1[CH:10]=[CH:9][CH:8]=[CH:7][CH:6]=1)=[S:3].Cl.[CH2:12]1[C:21]2[C:16](=[CH:17][CH:18]=[CH:19][CH:20]=2)[CH2:15][CH2:14][N:13]1[NH2:22]. (5) Given the product [NH2:26][C@H:5]([C:3]([O:2][CH3:1])=[O:4])[CH2:6][N:7]1[C:11](=[O:12])[C:10]2([CH2:17][CH2:16][N:15]([C:18]([O:20][C:21]([CH3:24])([CH3:23])[CH3:22])=[O:19])[CH2:14][CH2:13]2)[NH:9][C:8]1=[O:25], predict the reactants needed to synthesize it. The reactants are: [CH3:1][O:2][C:3]([C@@H:5]([NH:26]C(C1C=CC=CC=1)(C1C=CC=CC=1)C1C=CC=CC=1)[CH2:6][N:7]1[C:11](=[O:12])[C:10]2([CH2:17][CH2:16][N:15]([C:18]([O:20][C:21]([CH3:24])([CH3:23])[CH3:22])=[O:19])[CH2:14][CH2:13]2)[NH:9][C:8]1=[O:25])=[O:4]. (6) Given the product [CH3:19][O:20][C:21]1[CH:26]=[CH:25][C:24]([C:2]2[C:10]3[C:5](=[CH:6][CH:7]=[C:8]([C:11]#[N:12])[CH:9]=3)[N:4]([CH:13]3[CH2:18][CH2:17][CH2:16][CH2:15][O:14]3)[N:3]=2)=[CH:23][CH:22]=1, predict the reactants needed to synthesize it. The reactants are: Br[C:2]1[C:10]2[C:5](=[CH:6][CH:7]=[C:8]([C:11]#[N:12])[CH:9]=2)[N:4]([CH:13]2[CH2:18][CH2:17][CH2:16][CH2:15][O:14]2)[N:3]=1.[CH3:19][O:20][C:21]1[CH:26]=[CH:25][C:24](B(O)O)=[CH:23][CH:22]=1.P([O-])([O-])([O-])=O.[K+].[K+].[K+].COCCOC. (7) Given the product [Cl:26][C:23]1[CH:22]=[CH:21][C:20]([C:15]2([C:12]3[CH:13]=[CH:14][C:9]([NH:8][C:1](=[O:3])[CH3:2])=[C:10]([C:27](=[O:28])[C:29]4[CH:34]=[CH:33][CH:32]=[C:31]([CH3:35])[CH:30]=4)[CH:11]=3)[O:19][CH2:18][CH2:17][O:16]2)=[CH:25][CH:24]=1, predict the reactants needed to synthesize it. The reactants are: [C:1](OC(=O)C)(=[O:3])[CH3:2].[NH2:8][C:9]1[CH:14]=[CH:13][C:12]([C:15]2([C:20]3[CH:25]=[CH:24][C:23]([Cl:26])=[CH:22][CH:21]=3)[O:19][CH2:18][CH2:17][O:16]2)=[CH:11][C:10]=1[C:27]([C:29]1[CH:34]=[CH:33][CH:32]=[C:31]([CH3:35])[CH:30]=1)=[O:28]. (8) Given the product [F:11][C:9]([F:12])([F:10])[C:7]1[CH:6]=[C:5]([C@H:13]2[O:17][C:16](=[O:18])[N:15]([CH2:19][C:20]3[CH:25]=[C:24]([C:26]([F:28])([F:27])[F:29])[CH:23]=[CH:22][C:21]=3[C:48]3[C:49]([O:50][CH3:51])=[CH:44][CH:45]=[C:46]([C:52]4[CH:53]=[CH:54][C:55]([C:59]([O:61][CH2:62][C:63]5[CH:64]=[CH:65][CH:66]=[CH:67][CH:68]=5)=[O:60])=[N:56][C:57]=4[CH3:58])[CH:47]=3)[C@H:14]2[CH3:39])[CH:4]=[C:3]([C:2]([F:40])([F:41])[F:1])[CH:8]=1, predict the reactants needed to synthesize it. The reactants are: [F:1][C:2]([F:41])([F:40])[C:3]1[CH:4]=[C:5]([C@H:13]2[O:17][C:16](=[O:18])[N:15]([CH2:19][C:20]3[CH:25]=[C:24]([C:26]([F:29])([F:28])[F:27])[CH:23]=[CH:22][C:21]=3B3OC(C)(C)C(C)(C)O3)[C@H:14]2[CH3:39])[CH:6]=[C:7]([C:9]([F:12])([F:11])[F:10])[CH:8]=1.C.I[C:44]1[CH:45]=[C:46]([C:52]2[CH:53]=[CH:54][C:55]([C:59]([O:61][CH2:62][C:63]3[CH:68]=[CH:67][CH:66]=[CH:65][CH:64]=3)=[O:60])=[N:56][C:57]=2[CH3:58])[CH:47]=[CH:48][C:49]=1[O:50][CH3:51].[OH-].[K+]. (9) Given the product [F:3][C:4]1[CH:5]=[N:6][CH:7]=[C:8]([F:12])[C:9]=1[CH2:10][OH:11], predict the reactants needed to synthesize it. The reactants are: [BH4-].[Na+].[F:3][C:4]1[CH:5]=[N:6][CH:7]=[C:8]([F:12])[C:9]=1[CH:10]=[O:11].O.